From a dataset of NCI-60 drug combinations with 297,098 pairs across 59 cell lines. Regression. Given two drug SMILES strings and cell line genomic features, predict the synergy score measuring deviation from expected non-interaction effect. (1) Drug 1: C1CCC(C1)C(CC#N)N2C=C(C=N2)C3=C4C=CNC4=NC=N3. Drug 2: COC1=C2C(=CC3=C1OC=C3)C=CC(=O)O2. Cell line: TK-10. Synergy scores: CSS=10.2, Synergy_ZIP=-0.489, Synergy_Bliss=-0.177, Synergy_Loewe=-0.321, Synergy_HSA=-0.255. (2) Drug 1: C1=CC(=C2C(=C1NCCNCCO)C(=O)C3=C(C=CC(=C3C2=O)O)O)NCCNCCO. Drug 2: CC1C(C(CC(O1)OC2CC(CC3=C2C(=C4C(=C3O)C(=O)C5=CC=CC=C5C4=O)O)(C(=O)C)O)N)O. Cell line: SF-295. Synergy scores: CSS=51.1, Synergy_ZIP=-2.31, Synergy_Bliss=-5.43, Synergy_Loewe=-3.03, Synergy_HSA=-1.42. (3) Drug 1: CC12CCC(CC1=CCC3C2CCC4(C3CC=C4C5=CN=CC=C5)C)O. Drug 2: C1=NNC2=C1C(=O)NC=N2. Cell line: HOP-62. Synergy scores: CSS=4.99, Synergy_ZIP=2.55, Synergy_Bliss=-0.535, Synergy_Loewe=-3.93, Synergy_HSA=-1.39. (4) Drug 1: C(=O)(N)NO. Drug 2: CCCCCOC(=O)NC1=NC(=O)N(C=C1F)C2C(C(C(O2)C)O)O. Cell line: SF-295. Synergy scores: CSS=6.75, Synergy_ZIP=-1.27, Synergy_Bliss=-0.0262, Synergy_Loewe=-8.89, Synergy_HSA=-4.32. (5) Cell line: OVCAR-8. Drug 1: C(=O)(N)NO. Synergy scores: CSS=0.243, Synergy_ZIP=-0.997, Synergy_Bliss=-2.03, Synergy_Loewe=-0.777, Synergy_HSA=-1.76. Drug 2: COC1=C2C(=CC3=C1OC=C3)C=CC(=O)O2. (6) Drug 2: C(CCl)NC(=O)N(CCCl)N=O. Drug 1: CS(=O)(=O)CCNCC1=CC=C(O1)C2=CC3=C(C=C2)N=CN=C3NC4=CC(=C(C=C4)OCC5=CC(=CC=C5)F)Cl. Synergy scores: CSS=-5.89, Synergy_ZIP=-4.07, Synergy_Bliss=-3.44, Synergy_Loewe=-19.5, Synergy_HSA=-12.0. Cell line: SK-MEL-2. (7) Drug 1: CCN(CC)CCNC(=O)C1=C(NC(=C1C)C=C2C3=C(C=CC(=C3)F)NC2=O)C. Drug 2: C1CN1C2=NC(=NC(=N2)N3CC3)N4CC4. Cell line: SN12C. Synergy scores: CSS=45.7, Synergy_ZIP=-1.22, Synergy_Bliss=-0.639, Synergy_Loewe=-2.40, Synergy_HSA=0.374. (8) Drug 2: CC(C)CN1C=NC2=C1C3=CC=CC=C3N=C2N. Cell line: OVCAR-4. Drug 1: C1=CC(=CC=C1CC(C(=O)O)N)N(CCCl)CCCl.Cl. Synergy scores: CSS=-0.923, Synergy_ZIP=2.19, Synergy_Bliss=3.39, Synergy_Loewe=-1.16, Synergy_HSA=-0.465. (9) Drug 1: CC(C1=C(C=CC(=C1Cl)F)Cl)OC2=C(N=CC(=C2)C3=CN(N=C3)C4CCNCC4)N. Drug 2: C1=CC=C(C=C1)NC(=O)CCCCCCC(=O)NO. Cell line: U251. Synergy scores: CSS=6.41, Synergy_ZIP=-5.61, Synergy_Bliss=-7.07, Synergy_Loewe=-7.52, Synergy_HSA=-7.58.